This data is from Cav3 T-type calcium channel HTS with 100,875 compounds. The task is: Binary Classification. Given a drug SMILES string, predict its activity (active/inactive) in a high-throughput screening assay against a specified biological target. (1) The result is 0 (inactive). The compound is Clc1cc(/C=N\NC(=O)c2ccc(C(C)(C)C)cc2)ccc1. (2) The compound is O=C1NC(C(C1C(OCC)=O)c1ccccc1)C. The result is 0 (inactive). (3) The compound is O(c1c(NC(=O)CCn2cccc2)cccc1)C. The result is 0 (inactive). (4) The drug is s1c2CC(CCc2c2c1nc([nH]c2=O)COCCC(C)C)C. The result is 0 (inactive).